From a dataset of Full USPTO retrosynthesis dataset with 1.9M reactions from patents (1976-2016). Predict the reactants needed to synthesize the given product. (1) Given the product [Cl:15][C:16]1[CH:17]=[C:18]([CH2:28][C:29]2[O:33][C:32]([C:34]([NH:36][C:37]3[CH:42]=[CH:41][C:40]([CH2:43][N:45]4[CH2:49][CH2:48][CH2:47][CH2:46]4)=[CH:39][CH:38]=3)=[O:35])=[CH:31][CH:30]=2)[C:19]2[O:23][C:22]([CH:24]([CH3:25])[CH3:26])=[CH:21][C:20]=2[CH:27]=1, predict the reactants needed to synthesize it. The reactants are: C(O[BH-](OC(=O)C)OC(=O)C)(=O)C.[Na+].[Cl:15][C:16]1[CH:17]=[C:18]([CH2:28][C:29]2[O:33][C:32]([C:34]([NH:36][C:37]3[CH:42]=[CH:41][C:40]([CH:43]=O)=[CH:39][CH:38]=3)=[O:35])=[CH:31][CH:30]=2)[C:19]2[O:23][C:22]([CH:24]([CH3:26])[CH3:25])=[CH:21][C:20]=2[CH:27]=1.[NH:45]1[CH2:49][CH2:48][CH2:47][CH2:46]1. (2) Given the product [C:22]1([P:15](=[S:28])([C:9]2[CH:10]=[CH:11][CH:12]=[CH:13][CH:14]=2)[C:16]2[CH:21]=[CH:20][CH:19]=[CH:18][CH:17]=2)[CH:23]=[CH:24][CH:25]=[CH:26][CH:27]=1, predict the reactants needed to synthesize it. The reactants are: [S].C1(C)C=CC=CC=1.[C:9]1([P:15]([C:22]2[CH:27]=[CH:26][CH:25]=[CH:24][CH:23]=2)[C:16]2[CH:21]=[CH:20][CH:19]=[CH:18][CH:17]=2)[CH:14]=[CH:13][CH:12]=[CH:11][CH:10]=1.[SH2:28].